From a dataset of Catalyst prediction with 721,799 reactions and 888 catalyst types from USPTO. Predict which catalyst facilitates the given reaction. (1) Reactant: C([O:3][C:4]([C:6]1[C:7]([CH3:23])=[N:8][C:9]([NH:12][CH2:13][CH2:14][CH2:15][CH:16]2[CH2:21][CH2:20][N:19]([CH3:22])[CH2:18][CH2:17]2)=[N:10][CH:11]=1)=O)C.[H-].C([Al+]CC(C)C)C(C)C. Product: [CH3:23][C:7]1[C:6]([CH2:4][OH:3])=[CH:11][N:10]=[C:9]([NH:12][CH2:13][CH2:14][CH2:15][CH:16]2[CH2:21][CH2:20][N:19]([CH3:22])[CH2:18][CH2:17]2)[N:8]=1. The catalyst class is: 1. (2) Reactant: [C:1](=[S:3])=S.[NH2:4][CH2:5][CH2:6][CH:7]1[CH2:11][CH2:10][CH2:9][N:8]1[CH3:12].ClC(OCC)=O.C(=O)([O-])O.[Na+]. Product: [N:4]([CH2:5][CH2:6][CH:7]1[CH2:11][CH2:10][CH2:9][N:8]1[CH3:12])=[C:1]=[S:3]. The catalyst class is: 6. (3) Reactant: [O:1]=[C:2]1[C:10]2[C:5](=[CH:6][CH:7]=[CH:8][CH:9]=2)[C:4](=[O:11])[N:3]1[CH2:12][CH2:13][C:14]#[N:15].C(OP(=S)(OCC)[SH:20])C. Product: [O:1]=[C:2]1[C:10]2[C:5](=[CH:6][CH:7]=[CH:8][CH:9]=2)[C:4](=[O:11])[N:3]1[CH2:12][CH2:13][C:14]([NH2:15])=[S:20]. The catalyst class is: 6. (4) Reactant: [C:1]([O:5][C:6]([C@@H:8]1[N:12]([CH2:13][C:14]2[CH:19]=[CH:18][CH:17]=[CH:16][CH:15]=2)[C@@H:11]([CH:20]=[CH2:21])[C@H:10]([CH2:22][OH:23])[CH2:9]1)=[O:7])([CH3:4])([CH3:3])[CH3:2].[Si:24](Cl)([C:27]([CH3:30])([CH3:29])[CH3:28])([CH3:26])[CH3:25].N1C=CN=C1. Product: [C:1]([O:5][C:6]([C@@H:8]1[N:12]([CH2:13][C:14]2[CH:15]=[CH:16][CH:17]=[CH:18][CH:19]=2)[C@@H:11]([CH:20]=[CH2:21])[C@H:10]([CH2:22][O:23][Si:24]([C:27]([CH3:30])([CH3:29])[CH3:28])([CH3:26])[CH3:25])[CH2:9]1)=[O:7])([CH3:4])([CH3:3])[CH3:2]. The catalyst class is: 39. (5) Reactant: C[O:2][C:3](=[O:13])[C:4]1[CH:9]=[C:8]([Cl:10])[N:7]=[C:6]([CH3:11])[C:5]=1[NH2:12].[OH-].[Na+].O.C(OCC)C. Product: [NH2:12][C:5]1[C:6]([CH3:11])=[N:7][C:8]([Cl:10])=[CH:9][C:4]=1[C:3]([OH:13])=[O:2]. The catalyst class is: 5. (6) The catalyst class is: 3. Product: [CH3:7][O:6][Si:3]([CH2:2][NH:10][C:9]([N:12]1[CH2:16][CH2:15][CH2:14][C:13]1=[O:17])=[O:8])([CH3:5])[CH3:4]. Reactant: Cl[CH2:2][Si:3]([O:6][CH3:7])([CH3:5])[CH3:4].[O-:8][C:9]#[N:10].[K+].[NH:12]1[CH2:16][CH2:15][CH2:14][C:13]1=[O:17]. (7) Reactant: [Si:1]([O:8][CH2:9][CH2:10][N:11]1[CH:15]=[C:14]([N+:16]([O-])=O)[CH:13]=[N:12]1)([C:4]([CH3:7])([CH3:6])[CH3:5])([CH3:3])[CH3:2]. Product: [Si:1]([O:8][CH2:9][CH2:10][N:11]1[CH:15]=[C:14]([NH2:16])[CH:13]=[N:12]1)([C:4]([CH3:7])([CH3:5])[CH3:6])([CH3:3])[CH3:2]. The catalyst class is: 8.